This data is from Full USPTO retrosynthesis dataset with 1.9M reactions from patents (1976-2016). The task is: Predict the reactants needed to synthesize the given product. (1) Given the product [Cl:15][C:16]1[CH:17]=[C:18]2[C:23](=[CH:24][CH:25]=1)[C:22]([CH:2]([CH2:3][C:4]([OH:8])=[O:5])[C:1]([OH:6])=[O:7])=[CH:21][CH:20]=[CH:19]2, predict the reactants needed to synthesize it. The reactants are: [C:1]1(=[O:7])[O:6][C:4](=[O:5])[CH:3]=[CH:2]1.[OH-:8].[Na+].F[B-](F)(F)F.[Cl:15][C:16]1[CH:17]=[C:18]2[C:23](=[CH:24][CH:25]=1)[C:22]([N+]#N)=[CH:21][CH:20]=[CH:19]2. (2) Given the product [F:35][C:36]1[C:41]([F:42])=[CH:40][CH:39]=[CH:38][C:37]=1[NH:43][C:2]1[N:12]=[C:11]([NH:13][C:14]2[CH:19]=[CH:18][C:17]([N:20]3[CH2:25][CH2:24][N:23]([C:26]([O:28][C:29]([CH3:32])([CH3:31])[CH3:30])=[O:27])[CH2:22][CH2:21]3)=[CH:16][C:15]=2[O:33][CH3:34])[C:5]2[C:6](=[O:10])[NH:7][N:8]=[CH:9][C:4]=2[CH:3]=1, predict the reactants needed to synthesize it. The reactants are: Cl[C:2]1[N:12]=[C:11]([NH:13][C:14]2[CH:19]=[CH:18][C:17]([N:20]3[CH2:25][CH2:24][N:23]([C:26]([O:28][C:29]([CH3:32])([CH3:31])[CH3:30])=[O:27])[CH2:22][CH2:21]3)=[CH:16][C:15]=2[O:33][CH3:34])[C:5]2[C:6](=[O:10])[NH:7][N:8]=[CH:9][C:4]=2[CH:3]=1.[F:35][C:36]1[C:41]([F:42])=[CH:40][CH:39]=[CH:38][C:37]=1[NH2:43].C1(P(C2CCCCC2)C2C=CC=CC=2C2C(C(C)C)=CC(C(C)C)=CC=2C(C)C)CCCCC1.CC(C)([O-])C.[K+]. (3) Given the product [CH:28]1([NH:27][C:23]2[N:22]=[CH:21][C:20]3[CH2:19][CH2:18][C:17]4[C:16]([C:33]([NH2:35])=[O:34])=[N:15][N:14]([CH:11]5[CH2:12][CH2:13][NH:8][CH2:9][CH2:10]5)[C:26]=4[C:25]=3[N:24]=2)[CH2:29][CH2:30][CH2:31][CH2:32]1, predict the reactants needed to synthesize it. The reactants are: C([N:8]1[CH2:13][CH2:12][CH:11]([N:14]2[C:26]3[C:25]4[N:24]=[C:23]([NH:27][CH:28]5[CH2:32][CH2:31][CH2:30][CH2:29]5)[N:22]=[CH:21][C:20]=4[CH2:19][CH2:18][C:17]=3[C:16]([C:33]([NH2:35])=[O:34])=[N:15]2)[CH2:10][CH2:9]1)C1C=CC=CC=1.C(OCC)C. (4) Given the product [I:22][C:20]1[CH:19]=[CH:18][N:17]=[C:16]([N:8]2[C:9]3[CH2:10][C:2]([CH3:14])([CH3:1])[CH2:3][CH2:4][C:5]=3[C:6]([C:11]([OH:13])=[O:12])=[N:7]2)[CH:21]=1, predict the reactants needed to synthesize it. The reactants are: [CH3:1][C:2]1([CH3:14])[CH2:10][CH:9]2[CH:5]([C:6]([C:11]([OH:13])=[O:12])=[N:7][NH:8]2)[CH2:4][CH2:3]1.F[C:16]1[CH:21]=[C:20]([I:22])[CH:19]=[CH:18][N:17]=1. (5) Given the product [CH2:12]([O:10][C:4]1[CH:3]=[C:2]([CH3:1])[C:7]([CH:8]=[CH2:9])=[N:6][CH:5]=1)[C:13]#[C:14][CH3:15], predict the reactants needed to synthesize it. The reactants are: [CH3:1][C:2]1[CH:3]=[C:4]([OH:10])[CH:5]=[N:6][C:7]=1[CH:8]=[CH2:9].Br[CH2:12][C:13]#[C:14][CH3:15].[Na].C(=O)([O-])[O-].[Cs+].[Cs+]. (6) Given the product [NH2:1][C:2]1[C:11]([C:12]([O:14][CH3:15])=[O:13])=[C:10]2[C:5]([CH:6]3[CH2:16][CH:7]3[CH2:8][O:9]2)=[C:4]([F:19])[CH:3]=1, predict the reactants needed to synthesize it. The reactants are: [NH2:1][C:2]1[C:11]([C:12]([O:14][CH3:15])=[O:13])=[C:10]2[C:5]([CH:6]3[C:16](Br)(Br)[CH:7]3[CH2:8][O:9]2)=[C:4]([F:19])[CH:3]=1.[Cl-].[NH4+]. (7) Given the product [N+:8]([C:11]1[CH:18]=[CH:17][C:14]([CH:15]=[N:1][C:2](=[C:5]([Cl:7])[Cl:6])[C:3]#[N:4])=[CH:13][CH:12]=1)([O-:10])=[O:9], predict the reactants needed to synthesize it. The reactants are: [NH2:1][C:2](=[C:5]([Cl:7])[Cl:6])[C:3]#[N:4].[N+:8]([C:11]1[CH:18]=[CH:17][C:14]([CH:15]=O)=[CH:13][CH:12]=1)([O-:10])=[O:9].